From a dataset of Reaction yield outcomes from USPTO patents with 853,638 reactions. Predict the reaction yield, written as a fraction of the theoretical maximum amount of product (1.0 means a 100% yield; for example, 0.34 means a 34% yield). (1) The reactants are [NH2:1][C:2]1[CH:3]=[C:4]([C:8]2[S:12][C:11]([C:13]3[CH:14]=[C:15]4[C:19](=[CH:20][CH:21]=3)[C:18](=[O:22])[N:17]([CH3:23])[CH2:16]4)=[CH:10][CH:9]=2)[CH:5]=[N:6][CH:7]=1.[Cl:24][C:25]1[N:30]=[CH:29][C:28]([S:31](Cl)(=[O:33])=[O:32])=[CH:27][CH:26]=1. The product is [Cl:24][C:25]1[N:30]=[CH:29][C:28]([S:31]([NH:1][C:2]2[CH:7]=[N:6][CH:5]=[C:4]([C:8]3[S:12][C:11]([C:13]4[CH:14]=[C:15]5[C:19](=[CH:20][CH:21]=4)[C:18](=[O:22])[N:17]([CH3:23])[CH2:16]5)=[CH:10][CH:9]=3)[CH:3]=2)(=[O:33])=[O:32])=[CH:27][CH:26]=1. No catalyst specified. The yield is 0.110. (2) The reactants are [Br:1][C:2]1[C:3]([N:23]2[CH2:28][CH2:27][CH2:26][C@@H:25]([NH:29]C(=O)OC(C)(C)C)[CH2:24]2)=[C:4]2[C:10]([NH:11][C:12](=[O:22])[C:13]3[CH:18]=[CH:17][C:16]([O:19][CH3:20])=[C:15]([F:21])[CH:14]=3)=[CH:9][NH:8][C:5]2=[N:6][CH:7]=1.C(O)(C(F)(F)F)=O.[ClH:44]. The catalyst is C(Cl)Cl.CCOCC. The product is [ClH:44].[NH2:29][C@@H:25]1[CH2:26][CH2:27][CH2:28][N:23]([C:3]2[C:2]([Br:1])=[CH:7][N:6]=[C:5]3[NH:8][CH:9]=[C:10]([NH:11][C:12](=[O:22])[C:13]4[CH:18]=[CH:17][C:16]([O:19][CH3:20])=[C:15]([F:21])[CH:14]=4)[C:4]=23)[CH2:24]1. The yield is 0.630. (3) The reactants are [C:1]([C:3]1[CH:25]=[CH:24][C:6]([CH2:7][NH:8][C:9](=[O:23])[CH:10]([C:14]2[C:19]([F:20])=[CH:18][CH:17]=[C:16]([OH:21])[C:15]=2[F:22])[O:11][CH2:12][CH3:13])=[CH:5][CH:4]=1)#[N:2].Br[CH:27]([CH2:30][CH3:31])[CH2:28][CH3:29]. The catalyst is CN(C=O)C. The product is [C:1]([C:3]1[CH:4]=[CH:5][C:6]([CH2:7][NH:8][C:9](=[O:23])[CH:10]([O:11][CH2:12][CH3:13])[C:14]2[C:19]([F:20])=[CH:18][CH:17]=[C:16]([O:21][CH:27]([CH2:30][CH3:31])[CH2:28][CH3:29])[C:15]=2[F:22])=[CH:24][CH:25]=1)#[N:2]. The yield is 0.790. (4) The reactants are Cl[CH2:2][C@H:3]([OH:10])[CH2:4][C:5]([O:7]CC)=[O:6].[CH3:11][N:12]([CH3:14])[CH3:13]. The catalyst is O. The product is [OH:10][C@H:3]([CH2:4][C:5](=[O:6])[O-:7])[CH2:2][N+:12]([CH3:14])([CH3:13])[CH3:11]. The yield is 0.710. (5) The reactants are [N:1]1[CH:6]=[CH:5][CH:4]=[CH:3][C:2]=1[C:7]1[O:8][C:9]2[CH2:10][NH:11][CH2:12][CH2:13][CH2:14][C:15]=2[N:16]=1.Br[C:18]1[CH:19]=[C:20]([CH:23]=[C:24]([F:26])[CH:25]=1)[C:21]#[N:22].CC1(C)C2C(=C(P(C3C=CC=CC=3)C3C=CC=CC=3)C=CC=2)OC2C(P(C3C=CC=CC=3)C3C=CC=CC=3)=CC=CC1=2.C([O-])([O-])=O.[Cs+].[Cs+]. The catalyst is C1(C)C=CC=CC=1.CC([O-])=O.CC([O-])=O.[Pd+2]. The product is [F:26][C:24]1[CH:23]=[C:20]([CH:19]=[C:18]([N:11]2[CH2:12][CH2:13][CH2:14][C:15]3[N:16]=[C:7]([C:2]4[CH:3]=[CH:4][CH:5]=[CH:6][N:1]=4)[O:8][C:9]=3[CH2:10]2)[CH:25]=1)[C:21]#[N:22]. The yield is 0.0700.